From a dataset of Catalyst prediction with 721,799 reactions and 888 catalyst types from USPTO. Predict which catalyst facilitates the given reaction. (1) Reactant: C(OCCCCCCCC[NH2:14])CCC.[CH2:15]([OH:19])[CH2:16][CH2:17]O.I[CH2:21][CH2:22][CH2:23][CH2:24][CH2:25][CH2:26][CH2:27][CH2:28][CH2:29][CH3:30]. Product: [CH2:21]([O:19][CH2:15][CH2:16][CH2:17][NH2:14])[CH2:22][CH2:23][CH2:24][CH2:25][CH2:26][CH2:27][CH2:28][CH2:29][CH3:30]. The catalyst class is: 59. (2) Reactant: [Si]([O:8][C@H:9]([C:23]1[CH:32]=[CH:31][C:30]([OH:33])=[C:29]2[C:24]=1[CH:25]=[CH:26][C:27](=[O:34])[NH:28]2)[CH2:10][NH:11][CH:12]1[CH2:17][CH2:16][N:15]([CH2:18][CH2:19][C:20](O)=[O:21])[CH2:14][CH2:13]1)(C(C)(C)C)(C)C.CN(C(ON1N=NC2C=CC=NC1=2)=[N+](C)C)C.F[P-](F)(F)(F)(F)F.C(N(CC)CC)C.[CH:66]1([CH2:72][NH2:73])[CH2:71][CH2:70][CH2:69][CH2:68][CH2:67]1. Product: [CH:66]1([CH2:72][NH:73][C:20](=[O:21])[CH2:19][CH2:18][N:15]2[CH2:14][CH2:13][CH:12]([NH:11][CH2:10][C@H:9]([OH:8])[C:23]3[CH:32]=[CH:31][C:30]([OH:33])=[C:29]4[C:24]=3[CH:25]=[CH:26][C:27](=[O:34])[NH:28]4)[CH2:17][CH2:16]2)[CH2:71][CH2:70][CH2:69][CH2:68][CH2:67]1. The catalyst class is: 3. (3) Reactant: [Cl:1][C:2]1[CH:7]=[CH:6][C:5]([O:8][CH3:9])=[CH:4][C:3]=1[CH2:10][C:11]([C:13]1[CH:14]=[CH:15][C:16](=[O:20])[N:17]([CH3:19])[CH:18]=1)=[O:12].[H-].[Na+].CI.[C:25](OCC)(=O)C. Product: [Cl:1][C:2]1[CH:7]=[CH:6][C:5]([O:8][CH3:9])=[CH:4][C:3]=1[CH:10]([CH3:25])[C:11]([C:13]1[CH:14]=[CH:15][C:16](=[O:20])[N:17]([CH3:19])[CH:18]=1)=[O:12]. The catalyst class is: 7.